Dataset: Full USPTO retrosynthesis dataset with 1.9M reactions from patents (1976-2016). Task: Predict the reactants needed to synthesize the given product. (1) Given the product [OH:8][C:7]([C:9]1[CH:17]=[CH:16][CH:15]=[C:14]2[C:10]=1[CH2:11][CH2:12][C@H:13]2[O:18][C:19]1[CH:31]=[CH:30][C:22]2[C@H:23]([CH2:26][C:27]([OH:29])=[O:28])[CH2:24][O:25][C:21]=2[CH:20]=1)([CH:4]1[CH2:3][CH2:2][O:1][CH2:6][CH2:5]1)[CH3:32], predict the reactants needed to synthesize it. The reactants are: [O:1]1[CH2:6][CH2:5][CH:4]([C:7]([C:9]2[CH:17]=[CH:16][CH:15]=[C:14]3[C:10]=2[CH2:11][CH2:12][C@H:13]3[O:18][C:19]2[CH:31]=[CH:30][C:22]3[C@H:23]([CH2:26][C:27]([OH:29])=[O:28])[CH2:24][O:25][C:21]=3[CH:20]=2)=[O:8])[CH2:3][CH2:2]1.[CH3:32][Mg]Br. (2) Given the product [OH:2][CH2:1][C@H:33]1[CH2:32][CH:49]2[C@:44]([CH3:51])([CH2:45][CH2:46][C:47](=[O:50])[CH2:48]2)[C@@H:43]2[C@@H:34]1[C@H:35]1[C@@:39]([CH2:41][CH2:42]2)([CH3:40])[C:38](=[O:52])[CH2:37][CH2:36]1, predict the reactants needed to synthesize it. The reactants are: [CH2:1]1COC23OCCOC2([C@]2(CC[C@H]4[C@@H]([C@@H](CO)CC5[C@]4(C)CCCC5)[C@@H]2C3)C)[O:2]1.C([C@@H:32]1[CH:49]2[C@:44]([CH3:51])([CH2:45][CH2:46][C:47](=[O:50])[CH2:48]2)[C@@H:43]2[C@H:34]([C@H:35]3[C@@:39]([CH2:41][CH2:42]2)([CH3:40])[C:38](=[O:52])[CH2:37][CH2:36]3)[CH2:33]1)#N. (3) Given the product [CH2:19]([N:3]([CH2:1][CH3:2])[CH2:4][CH2:5][N:6]1[CH2:11][CH2:10][S:9][C:8]2[CH:12]=[C:13]([NH2:16])[CH:14]=[CH:15][C:7]1=2)[CH3:20], predict the reactants needed to synthesize it. The reactants are: [CH2:1]([N:3]([CH2:19][CH3:20])[CH2:4][CH2:5][N:6]1[CH2:11][CH2:10][S:9][C:8]2[CH:12]=[C:13]([N+:16]([O-])=O)[CH:14]=[CH:15][C:7]1=2)[CH3:2].O.NN.